This data is from Peptide-MHC class II binding affinity with 134,281 pairs from IEDB. The task is: Regression. Given a peptide amino acid sequence and an MHC pseudo amino acid sequence, predict their binding affinity value. This is MHC class II binding data. The peptide sequence is KTTWCSQTSYQYLII. The MHC is DRB1_0101 with pseudo-sequence DRB1_0101. The binding affinity (normalized) is 0.262.